Dataset: NCI-60 drug combinations with 297,098 pairs across 59 cell lines. Task: Regression. Given two drug SMILES strings and cell line genomic features, predict the synergy score measuring deviation from expected non-interaction effect. (1) Drug 1: C1=CC(=CC=C1C#N)C(C2=CC=C(C=C2)C#N)N3C=NC=N3. Drug 2: CN1C(=O)N2C=NC(=C2N=N1)C(=O)N. Cell line: MOLT-4. Synergy scores: CSS=8.71, Synergy_ZIP=-0.265, Synergy_Bliss=6.29, Synergy_Loewe=-7.15, Synergy_HSA=1.61. (2) Drug 1: CCCCC(=O)OCC(=O)C1(CC(C2=C(C1)C(=C3C(=C2O)C(=O)C4=C(C3=O)C=CC=C4OC)O)OC5CC(C(C(O5)C)O)NC(=O)C(F)(F)F)O. Drug 2: CC1C(C(CC(O1)OC2CC(CC3=C2C(=C4C(=C3O)C(=O)C5=C(C4=O)C(=CC=C5)OC)O)(C(=O)CO)O)N)O.Cl. Cell line: IGROV1. Synergy scores: CSS=41.3, Synergy_ZIP=2.53, Synergy_Bliss=2.61, Synergy_Loewe=0.823, Synergy_HSA=3.46.